Predict which catalyst facilitates the given reaction. From a dataset of Catalyst prediction with 721,799 reactions and 888 catalyst types from USPTO. (1) Reactant: [CH3:1][Mg]Cl.[Cl:4][C:5]1[C:13]2[CH:12]=[C:11]([C:14](N(OC)C)=[O:15])[S:10][C:9]=2[CH:8]=[CH:7][CH:6]=1.O.Cl. Product: [Cl:4][C:5]1[C:13]2[CH:12]=[C:11]([C:14](=[O:15])[CH3:1])[S:10][C:9]=2[CH:8]=[CH:7][CH:6]=1. The catalyst class is: 7. (2) Reactant: [C:1]([O:5][C:6]([C@H:8]1[CH2:12][CH2:11][CH2:10][N:9]1[C:13](=[O:16])[CH:14]=[CH2:15])=[O:7])([CH3:4])([CH3:3])[CH3:2].[CH2:17]([NH2:28])[C:18]1[CH:27]=[CH:26][C:23]([O:24][CH3:25])=[C:20]([O:21][CH3:22])[CH:19]=1. Product: [C:1]([O:5][C:6]([C@H:8]1[CH2:12][CH2:11][CH2:10][N:9]1[C:13](=[O:16])[CH2:14][CH2:15][N:28]([CH2:15][CH2:14][C:13]([N:9]1[CH2:10][CH2:11][CH2:12][C@@H:8]1[C:6]([O:5][C:1]([CH3:2])([CH3:4])[CH3:3])=[O:7])=[O:16])[CH2:17][C:18]1[CH:27]=[CH:26][C:23]([O:24][CH3:25])=[C:20]([O:21][CH3:22])[CH:19]=1)=[O:7])([CH3:4])([CH3:3])[CH3:2]. The catalyst class is: 10. (3) Reactant: [CH3:1][C:2]1[N:7]=[C:6]2[S:8][C:9]3[CH2:14][CH2:13][CH2:12][CH2:11][C:10]=3[C:5]2=[C:4]([C:15]2[CH:20]=[CH:19][C:18]([CH3:21])=[CH:17][CH:16]=2)[C:3]=1[CH2:22][C:23]([O:25][CH3:26])=[O:24].[Li+].C[Si]([N-][Si](C)(C)C)(C)C.[CH2:37]1[CH2:41]OC[CH2:38]1.IC(C)C. Product: [CH3:1][C:2]1[N:7]=[C:6]2[S:8][C:9]3[CH2:14][CH2:13][CH2:12][CH2:11][C:10]=3[C:5]2=[C:4]([C:15]2[CH:16]=[CH:17][C:18]([CH3:21])=[CH:19][CH:20]=2)[C:3]=1[CH:22]([CH:37]([CH3:41])[CH3:38])[C:23]([O:25][CH3:26])=[O:24]. The catalyst class is: 3. (4) Reactant: Br[C:2]1[CH:7]=[CH:6][C:5]([S:8][CH3:9])=[CH:4][N:3]=1.C(N(CC)CC)C.[CH2:17]([O:19]C([Sn](CCCC)(CCCC)CCCC)=C)[CH3:18]. Product: [CH3:9][S:8][C:5]1[CH:6]=[CH:7][C:2]([C:17](=[O:19])[CH3:18])=[N:3][CH:4]=1. The catalyst class is: 12. (5) Reactant: C[O:2][C:3](=[O:30])[CH:4]([O:26][CH:27]([CH3:29])[CH3:28])[CH2:5][C:6]1[CH:11]=[CH:10][C:9]([O:12][CH2:13][CH2:14][C:15]2[CH:20]=[CH:19][C:18]([O:21][S:22]([CH3:25])(=[O:24])=[O:23])=[CH:17][CH:16]=2)=[CH:8][CH:7]=1.[OH-].[Li+]. Product: [CH:27]([O:26][CH:4]([CH2:5][C:6]1[CH:11]=[CH:10][C:9]([O:12][CH2:13][CH2:14][C:15]2[CH:16]=[CH:17][C:18]([O:21][S:22]([CH3:25])(=[O:24])=[O:23])=[CH:19][CH:20]=2)=[CH:8][CH:7]=1)[C:3]([OH:30])=[O:2])([CH3:28])[CH3:29]. The catalyst class is: 30. (6) Reactant: [CH2:1]([O:8][C:9]([C:11]1([C:24]([OH:26])=O)[CH2:16][CH2:15][N:14]([C:17]([O:19][C:20]([CH3:23])([CH3:22])[CH3:21])=[O:18])[CH2:13][CH2:12]1)=[O:10])[C:2]1[CH:7]=[CH:6][CH:5]=[CH:4][CH:3]=1.C([N:29](CC)CC)C.ClC(OCC)=O.N. Product: [C:20]([O:19][C:17]([N:14]1[CH2:15][CH2:16][C:11]([C:24](=[O:26])[NH2:29])([C:9]([O:8][CH2:1][C:2]2[CH:7]=[CH:6][CH:5]=[CH:4][CH:3]=2)=[O:10])[CH2:12][CH2:13]1)=[O:18])([CH3:23])([CH3:22])[CH3:21]. The catalyst class is: 4.